This data is from Full USPTO retrosynthesis dataset with 1.9M reactions from patents (1976-2016). The task is: Predict the reactants needed to synthesize the given product. (1) Given the product [Cl:1][C:2]1[CH:10]=[CH:9][CH:8]=[CH:7][C:3]=1[C:4]([N:23]1[CH2:27][CH2:26][CH2:25][C@H:24]1[CH2:28][OH:29])=[O:6], predict the reactants needed to synthesize it. The reactants are: [Cl:1][C:2]1[CH:10]=[CH:9][CH:8]=[CH:7][C:3]=1[C:4]([OH:6])=O.C(N1C=CN=C1)(N1C=CN=C1)=O.[NH:23]1[CH2:27][CH2:26][CH2:25][C@H:24]1[CH2:28][OH:29]. (2) Given the product [Cl:22][C:23]1[CH:29]=[CH:28][C:26]([NH:27][C:2]2[CH:7]=[C:6]([C:8]3[CH:13]=[CH:12][CH:11]=[CH:10][C:9]=3[O:14][C:15]3[CH:20]=[CH:19][CH:18]=[CH:17][CH:16]=3)[N:5]=[C:4]([NH2:21])[N:3]=2)=[CH:25][CH:24]=1, predict the reactants needed to synthesize it. The reactants are: Cl[C:2]1[CH:7]=[C:6]([C:8]2[CH:13]=[CH:12][CH:11]=[CH:10][C:9]=2[O:14][C:15]2[CH:20]=[CH:19][CH:18]=[CH:17][CH:16]=2)[N:5]=[C:4]([NH2:21])[N:3]=1.[Cl:22][C:23]1[CH:29]=[CH:28][C:26]([NH2:27])=[CH:25][CH:24]=1. (3) Given the product [F:1][CH:2]([F:24])[O:3][C:4]1[CH:9]=[C:8]([CH:7]=[C:6]([O:13][CH2:14][CH2:15][O:16][CH2:17][CH2:18][O:19][CH2:20][CH2:21][O:22][CH3:23])[CH:5]=1)[NH2:10], predict the reactants needed to synthesize it. The reactants are: [F:1][CH:2]([F:24])[O:3][C:4]1[CH:9]=[C:8]([N+:10]([O-])=O)[CH:7]=[C:6]([O:13][CH2:14][CH2:15][O:16][CH2:17][CH2:18][O:19][CH2:20][CH2:21][O:22][CH3:23])[CH:5]=1.[NH4+].[Cl-].